From a dataset of Forward reaction prediction with 1.9M reactions from USPTO patents (1976-2016). Predict the product of the given reaction. (1) Given the reactants [CH:1]1([N:7]2[CH2:13][C:12]3[CH:14]=[CH:15][C:16]([C:18]([O:20]C)=O)=[CH:17][C:11]=3[O:10][CH2:9][CH2:8]2)[CH2:6][CH2:5][CH2:4][CH2:3][CH2:2]1.[OH-:22].[Na+].[NH2:24]O.Cl, predict the reaction product. The product is: [CH:1]1([N:7]2[CH2:13][C:12]3[CH:14]=[CH:15][C:16]([C:18]([NH:24][OH:22])=[O:20])=[CH:17][C:11]=3[O:10][CH2:9][CH2:8]2)[CH2:6][CH2:5][CH2:4][CH2:3][CH2:2]1. (2) Given the reactants Cl.[NH2:2][OH:3].C(=O)([O-])O.[Na+].[NH2:9][C:10]1[N:15]=[C:14]([NH2:16])[C:13]([O:17][C:18]2[C:19]([CH:28]([CH3:30])[CH3:29])=[CH:20][C:21]([O:26][CH3:27])=[C:22]([CH:25]=2)[C:23]#[N:24])=[CH:12][N:11]=1, predict the reaction product. The product is: [NH2:9][C:10]1[N:15]=[C:14]([NH2:16])[C:13]([O:17][C:18]2[C:19]([CH:28]([CH3:30])[CH3:29])=[CH:20][C:21]([O:26][CH3:27])=[C:22]([CH:25]=2)[C:23]([NH:2][OH:3])=[NH:24])=[CH:12][N:11]=1. (3) Given the reactants [Cl:1][C:2]1[CH:3]=[C:4]([CH:9]([CH:12]2[CH2:16][O:15][C:14]([CH3:18])([CH3:17])[O:13]2)[CH2:10][NH2:11])[CH:5]=[CH:6][C:7]=1[Cl:8].[CH:19](=O)[C:20]1[CH:25]=[CH:24][CH:23]=[CH:22][CH:21]=1, predict the reaction product. The product is: [CH2:19]([NH:11][CH2:10][CH:9]([C:4]1[CH:5]=[CH:6][C:7]([Cl:8])=[C:2]([Cl:1])[CH:3]=1)[CH:12]1[CH2:16][O:15][C:14]([CH3:18])([CH3:17])[O:13]1)[C:20]1[CH:25]=[CH:24][CH:23]=[CH:22][CH:21]=1. (4) Given the reactants O1CCOCC1.[Cl:7][C:8]1[C:18]2[N:17]3[C:19]([C:22]([F:25])([F:24])[F:23])=[N:20][N:21]=[C:16]3[C@@H:15]([CH2:26][C:27]([O:29]CC)=[O:28])[O:14][C@H:13]([C:32]3[CH:37]=[CH:36][CH:35]=[C:34]([O:38][CH3:39])[C:33]=3[O:40][CH3:41])[C:12]=2[CH:11]=[CH:10][CH:9]=1.Cl, predict the reaction product. The product is: [Cl:7][C:8]1[C:18]2[N:17]3[C:19]([C:22]([F:25])([F:23])[F:24])=[N:20][N:21]=[C:16]3[C@@H:15]([CH2:26][C:27]([OH:29])=[O:28])[O:14][C@H:13]([C:32]3[CH:37]=[CH:36][CH:35]=[C:34]([O:38][CH3:39])[C:33]=3[O:40][CH3:41])[C:12]=2[CH:11]=[CH:10][CH:9]=1. (5) Given the reactants [CH2:1]([O:8][C:9]1[CH:14]=[CH:13][C:12]([CH2:15][C:16]([OH:18])=O)=[C:11]([O:19][CH3:20])[CH:10]=1)[C:2]1[CH:7]=[CH:6][CH:5]=[CH:4][CH:3]=1.[NH2:21][C:22]1[CH:26]=[C:25]([CH2:27][CH3:28])[NH:24][N:23]=1, predict the reaction product. The product is: [CH2:27]([C:25]1[NH:24][N:23]=[C:22]([NH:21][C:16](=[O:18])[CH2:15][C:12]2[CH:13]=[CH:14][C:9]([O:8][CH2:1][C:2]3[CH:3]=[CH:4][CH:5]=[CH:6][CH:7]=3)=[CH:10][C:11]=2[O:19][CH3:20])[CH:26]=1)[CH3:28].